Predict the reactants needed to synthesize the given product. From a dataset of Full USPTO retrosynthesis dataset with 1.9M reactions from patents (1976-2016). (1) The reactants are: [NH2:1][C:2]1[C:7]([C:8]([F:11])([F:10])[F:9])=[CH:6][CH:5]=[CH:4][C:3]=1[C:12]([C:14]1[CH:19]=[CH:18][CH:17]=[C:16]([OH:20])[CH:15]=1)=O.[F:21][C:22]1[CH:23]=[C:24]([CH2:28][CH:29]=O)[CH:25]=[CH:26][CH:27]=1. Given the product [F:21][C:22]1[CH:23]=[C:24]([C:28]2[CH:29]=[N:1][C:2]3[C:3]([C:12]=2[C:14]2[CH:15]=[C:16]([OH:20])[CH:17]=[CH:18][CH:19]=2)=[CH:4][CH:5]=[CH:6][C:7]=3[C:8]([F:11])([F:10])[F:9])[CH:25]=[CH:26][CH:27]=1, predict the reactants needed to synthesize it. (2) Given the product [OH:30][CH2:29][CH2:28][NH:27][C:20]([C:7]1[C:8]2[CH2:9][CH2:10][CH:11]([C:14]3[CH:15]=[CH:16][CH:17]=[CH:18][CH:19]=3)[NH:12][C:13]=2[C:4]2[N:3]=[C:2]([CH3:1])[N:25]([CH3:26])[C:5]=2[CH:6]=1)=[O:21], predict the reactants needed to synthesize it. The reactants are: [CH3:1][C:2]1[N:25]([CH3:26])[C:5]2[CH:6]=[C:7]([C:20](OCC)=[O:21])[C:8]3[CH2:9][CH2:10][CH:11]([C:14]4[CH:19]=[CH:18][CH:17]=[CH:16][CH:15]=4)[NH:12][C:13]=3[C:4]=2[N:3]=1.[NH2:27][CH2:28][CH2:29][OH:30]. (3) Given the product [CH3:8][C:6]1[C:5]([N+:9]([O-:11])=[O:10])=[CH:4][CH:3]=[C:2]([N:12]2[CH2:16][CH2:15][CH2:14][CH2:13]2)[N:7]=1, predict the reactants needed to synthesize it. The reactants are: Cl[C:2]1[N:7]=[C:6]([CH3:8])[C:5]([N+:9]([O-:11])=[O:10])=[CH:4][CH:3]=1.[NH:12]1[CH2:16][CH2:15][CH2:14][CH2:13]1.C([O-])([O-])=O.[K+].[K+]. (4) Given the product [CH2:1]([O:3][C:4]([N:6]1[CH2:11][CH2:10][CH:9]([C:12]2[C:20]3[C:15](=[CH:16][CH:17]=[CH:18][CH:19]=3)[N:14]([CH2:22][C:23]3[CH:27]=[CH:26][S:25][CH:24]=3)[CH:13]=2)[CH2:8][CH2:7]1)=[O:5])[CH3:2], predict the reactants needed to synthesize it. The reactants are: [CH2:1]([O:3][C:4]([N:6]1[CH2:11][CH2:10][CH:9]([C:12]2[C:20]3[C:15](=[CH:16][CH:17]=[CH:18][CH:19]=3)[NH:14][CH:13]=2)[CH2:8][CH2:7]1)=[O:5])[CH3:2].Br[CH2:22][C:23]1[CH:27]=[CH:26][S:25][CH:24]=1.